This data is from Reaction yield outcomes from USPTO patents with 853,638 reactions. The task is: Predict the reaction yield, written as a fraction of the theoretical maximum amount of product (1.0 means a 100% yield; for example, 0.34 means a 34% yield). The reactants are [CH3:1][C:2]1[C:6]([CH2:7][N:8]2[CH2:12][CH:11]([C:13]3[CH:18]=[C:17]([F:19])[CH:16]=[C:15]([F:20])[C:14]=3[F:21])[CH2:10][C:9]2=[O:22])=[C:5]([CH3:23])[N:4](S(C2C=CC(C)=CC=2)(=O)=O)[N:3]=1.[F-].C([N+](CCCC)(CCCC)CCCC)CCC. The catalyst is C1COCC1. The product is [CH3:1][C:2]1[C:6]([CH2:7][N:8]2[CH2:12][CH:11]([C:13]3[CH:18]=[C:17]([F:19])[CH:16]=[C:15]([F:20])[C:14]=3[F:21])[CH2:10][C:9]2=[O:22])=[C:5]([CH3:23])[NH:4][N:3]=1. The yield is 0.140.